Dataset: NCI-60 drug combinations with 297,098 pairs across 59 cell lines. Task: Regression. Given two drug SMILES strings and cell line genomic features, predict the synergy score measuring deviation from expected non-interaction effect. (1) Drug 1: CCC1(CC2CC(C3=C(CCN(C2)C1)C4=CC=CC=C4N3)(C5=C(C=C6C(=C5)C78CCN9C7C(C=CC9)(C(C(C8N6C=O)(C(=O)OC)O)OC(=O)C)CC)OC)C(=O)OC)O.OS(=O)(=O)O. Drug 2: CC1=C(N=C(N=C1N)C(CC(=O)N)NCC(C(=O)N)N)C(=O)NC(C(C2=CN=CN2)OC3C(C(C(C(O3)CO)O)O)OC4C(C(C(C(O4)CO)O)OC(=O)N)O)C(=O)NC(C)C(C(C)C(=O)NC(C(C)O)C(=O)NCCC5=NC(=CS5)C6=NC(=CS6)C(=O)NCCC[S+](C)C)O. Cell line: KM12. Synergy scores: CSS=18.4, Synergy_ZIP=-8.71, Synergy_Bliss=-10.00, Synergy_Loewe=-4.54, Synergy_HSA=-4.40. (2) Cell line: UACC62. Drug 2: B(C(CC(C)C)NC(=O)C(CC1=CC=CC=C1)NC(=O)C2=NC=CN=C2)(O)O. Synergy scores: CSS=73.3, Synergy_ZIP=6.29, Synergy_Bliss=4.60, Synergy_Loewe=4.86, Synergy_HSA=8.34. Drug 1: CC1=C(N=C(N=C1N)C(CC(=O)N)NCC(C(=O)N)N)C(=O)NC(C(C2=CN=CN2)OC3C(C(C(C(O3)CO)O)O)OC4C(C(C(C(O4)CO)O)OC(=O)N)O)C(=O)NC(C)C(C(C)C(=O)NC(C(C)O)C(=O)NCCC5=NC(=CS5)C6=NC(=CS6)C(=O)NCCC[S+](C)C)O. (3) Drug 1: C1=CN(C=N1)CC(O)(P(=O)(O)O)P(=O)(O)O. Drug 2: CC1=C(N=C(N=C1N)C(CC(=O)N)NCC(C(=O)N)N)C(=O)NC(C(C2=CN=CN2)OC3C(C(C(C(O3)CO)O)O)OC4C(C(C(C(O4)CO)O)OC(=O)N)O)C(=O)NC(C)C(C(C)C(=O)NC(C(C)O)C(=O)NCCC5=NC(=CS5)C6=NC(=CS6)C(=O)NCCC[S+](C)C)O. Cell line: T-47D. Synergy scores: CSS=9.96, Synergy_ZIP=-0.634, Synergy_Bliss=2.37, Synergy_Loewe=0.0518, Synergy_HSA=-0.127. (4) Drug 1: C1CC(=O)NC(=O)C1N2CC3=C(C2=O)C=CC=C3N. Drug 2: C1=CC(=C2C(=C1NCCNCCO)C(=O)C3=C(C=CC(=C3C2=O)O)O)NCCNCCO. Cell line: HL-60(TB). Synergy scores: CSS=70.6, Synergy_ZIP=4.61, Synergy_Bliss=2.51, Synergy_Loewe=-19.5, Synergy_HSA=5.68. (5) Drug 1: CC(C1=C(C=CC(=C1Cl)F)Cl)OC2=C(N=CC(=C2)C3=CN(N=C3)C4CCNCC4)N. Drug 2: CCCS(=O)(=O)NC1=C(C(=C(C=C1)F)C(=O)C2=CNC3=C2C=C(C=N3)C4=CC=C(C=C4)Cl)F. Cell line: A498. Synergy scores: CSS=8.16, Synergy_ZIP=-2.21, Synergy_Bliss=-0.242, Synergy_Loewe=-3.25, Synergy_HSA=-1.77.